Dataset: Reaction yield outcomes from USPTO patents with 853,638 reactions. Task: Predict the reaction yield, written as a fraction of the theoretical maximum amount of product (1.0 means a 100% yield; for example, 0.34 means a 34% yield). (1) The reactants are [Na].[N:2]1([C:8]([NH2:10])=[NH:9])[CH2:7][CH2:6][CH2:5][CH2:4][CH2:3]1.[C:11]([O:15][C:16]([N:18]1[CH2:23][CH2:22][CH:21]([C:24](=O)[CH2:25][C:26](OCC)=[O:27])[CH2:20][CH2:19]1)=[O:17])([CH3:14])([CH3:13])[CH3:12]. The catalyst is C(O)C. The product is [C:11]([O:15][C:16]([N:18]1[CH2:19][CH2:20][CH:21]([C:24]2[CH:25]=[C:26]([OH:27])[N:10]=[C:8]([N:2]3[CH2:7][CH2:6][CH2:5][CH2:4][CH2:3]3)[N:9]=2)[CH2:22][CH2:23]1)=[O:17])([CH3:14])([CH3:13])[CH3:12]. The yield is 0.490. (2) The reactants are [O:1]1[CH:5]=[C:4]([C:6]2[C:16]3[O:15][CH2:14][CH2:13][N:12](C(OC(C)(C)C)=O)[CH2:11][C:10]=3[CH:9]=[CH:8][CH:7]=2)[CH:3]=[N:2]1.C(OCC)(=O)C.[ClH:30]. The catalyst is C(OCC)(=O)C. The product is [ClH:30].[O:1]1[CH:5]=[C:4]([C:6]2[C:16]3[O:15][CH2:14][CH2:13][NH:12][CH2:11][C:10]=3[CH:9]=[CH:8][CH:7]=2)[CH:3]=[N:2]1. The yield is 0.139. (3) The reactants are Br[C:2]1[CH:7]=[CH:6][C:5]([CH3:8])=[CH:4][C:3]=1[C:9]([F:12])([F:11])[F:10].[I-:13].[Na+].CN[C@@H]1CCCC[C@H]1NC. The catalyst is O1CCOCC1.[Cu](I)I. The product is [I:13][C:2]1[CH:7]=[CH:6][C:5]([CH3:8])=[CH:4][C:3]=1[C:9]([F:12])([F:11])[F:10]. The yield is 0.750. (4) The reactants are [CH3:1][C:2]1[CH:7]=[CH:6][C:5](B(O)O)=[CH:4][CH:3]=1.[C:11]([O:15][C:16]([C:18]1[S:19][C:20](Br)=[CH:21][C:22]=1[NH:23][S:24]([C:27]1[C:28]([CH3:33])=[CH:29][CH:30]=[CH:31][CH:32]=1)(=[O:26])=[O:25])=[O:17])([CH3:14])([CH3:13])[CH3:12].C1(C)C=CC=CC=1.CO.C([O-])([O-])=O.[Na+].[Na+]. The catalyst is C1(C)C=CC=CC=1.C1C=CC([P]([Pd]([P](C2C=CC=CC=2)(C2C=CC=CC=2)C2C=CC=CC=2)([P](C2C=CC=CC=2)(C2C=CC=CC=2)C2C=CC=CC=2)[P](C2C=CC=CC=2)(C2C=CC=CC=2)C2C=CC=CC=2)(C2C=CC=CC=2)C2C=CC=CC=2)=CC=1. The product is [C:11]([O:15][C:16]([C:18]1[S:19][C:20]([C:5]2[CH:6]=[CH:7][C:2]([CH3:1])=[CH:3][CH:4]=2)=[CH:21][C:22]=1[NH:23][S:24]([C:27]1[C:28]([CH3:33])=[CH:29][CH:30]=[CH:31][CH:32]=1)(=[O:26])=[O:25])=[O:17])([CH3:14])([CH3:13])[CH3:12]. The yield is 0.810. (5) The reactants are [F:1][C:2]1[CH:7]=[C:6]([NH2:8])[CH:5]=[CH:4][C:3]=1[N:9]([CH2:14][CH:15]([CH3:17])[CH3:16])[CH2:10][CH:11]([CH3:13])[CH3:12].C[Al](C)C.[NH:22](/[C:26](/[CH3:32])=[CH:27]\[C:28](OC)=[O:29])[C:23]([CH3:25])=O. The catalyst is C(Cl)Cl. The product is [CH2:10]([N:9]([CH2:14][CH:15]([CH3:17])[CH3:16])[C:3]1[CH:4]=[CH:5][C:6]([N:8]2[C:28](=[O:29])[CH:27]=[C:26]([CH3:32])[N:22]=[C:23]2[CH3:25])=[CH:7][C:2]=1[F:1])[CH:11]([CH3:12])[CH3:13]. The yield is 0.480.